From a dataset of Full USPTO retrosynthesis dataset with 1.9M reactions from patents (1976-2016). Predict the reactants needed to synthesize the given product. (1) Given the product [CH3:1][CH2:2][C:3]1[C:8]2[NH:9][C:10]3[C:15]([CH2:18][C:19]([O-:21])=[O:20])([CH2:16][CH3:17])[O:14][CH2:13][CH2:12][C:11]=3[C:7]=2[CH:6]=[CH:5][CH:4]=1.[Na+:23], predict the reactants needed to synthesize it. The reactants are: [CH3:1][CH2:2][C:3]1[CH:4]=[CH:5][CH:6]=[C:7]2[C:11]3[CH2:12][CH2:13][O:14][C:15]([CH2:18][C:19]([OH:21])=[O:20])([CH2:16][CH3:17])[C:10]=3[NH:9][C:8]=12.[OH-].[Na+:23]. (2) Given the product [CH3:10][N:9]([CH3:11])[CH2:8][CH2:7][C:6]1[S:5][C:4]2[CH:12]=[CH:13][CH:14]=[CH:15][C:3]=2[C:2]=1[CH:35]([C:30]1[CH:31]=[CH:32][CH:33]=[CH:34][N:29]=1)[OH:36], predict the reactants needed to synthesize it. The reactants are: Br[C:2]1[C:3]2[CH:15]=[CH:14][CH:13]=[CH:12][C:4]=2[S:5][C:6]=1[CH2:7][CH2:8][N:9]([CH3:11])[CH3:10].CN(CCN(C)C)C.[Li]CCCC.[N:29]1[CH:34]=[CH:33][CH:32]=[CH:31][C:30]=1[CH:35]=[O:36]. (3) The reactants are: CC1C=CC(S(O[C:12]2[CH:21]=[CH:20][C:19]3[C:18](=[O:22])[CH2:17][CH2:16][CH2:15][C:14]=3[CH:13]=2)(=O)=O)=CC=1.[C:23]1([S:29][S:29][C:23]2[CH:28]=[CH:27][CH:26]=[CH:25][CH:24]=2)[CH:28]=[CH:27][CH:26]=[CH:25][CH:24]=1. Given the product [C:23]1([S:29][C:12]2[CH:13]=[C:14]3[C:19](=[CH:20][CH:21]=2)[C:18](=[O:22])[CH2:17][CH2:16][CH2:15]3)[CH:28]=[CH:27][CH:26]=[CH:25][CH:24]=1, predict the reactants needed to synthesize it. (4) The reactants are: Br[C:2]1[CH:3]=[CH:4][C:5]([N:8]2[C:12]([CH3:13])=[CH:11][CH:10]=[C:9]2[CH3:14])=[N:6][CH:7]=1.C([Li])CCC.[Cl:20][CH2:21][C:22](N(OC)C)=[O:23].Cl. Given the product [Cl:20][CH2:21][C:22]([C:2]1[CH:7]=[N:6][C:5]([N:8]2[C:12]([CH3:13])=[CH:11][CH:10]=[C:9]2[CH3:14])=[CH:4][CH:3]=1)=[O:23], predict the reactants needed to synthesize it.